Dataset: Full USPTO retrosynthesis dataset with 1.9M reactions from patents (1976-2016). Task: Predict the reactants needed to synthesize the given product. (1) Given the product [CH3:11][N:12]1[CH2:17][CH2:16][N:15]([C:2]2[CH:7]=[CH:6][C:5]([N+:8]([O-:10])=[O:9])=[CH:4][N:3]=2)[CH2:14][CH2:13]1, predict the reactants needed to synthesize it. The reactants are: Cl[C:2]1[CH:7]=[CH:6][C:5]([N+:8]([O-:10])=[O:9])=[CH:4][N:3]=1.[CH3:11][N:12]1[CH2:17][CH2:16][NH:15][CH2:14][CH2:13]1.C(=O)([O-])[O-].[K+].[K+]. (2) Given the product [Cl:10][C:11]1[CH:19]=[CH:18][C:17]([C:20]([F:23])([F:22])[F:21])=[CH:16][C:12]=1[C:13]([N:67]1[CH2:66][CH2:65][N:64]([C:47](=[O:46])[CH2:48][NH:49][C:50]([C:52]2[CH:57]=[CH:56][C:55]([C:58]3[CH:63]=[CH:62][CH:61]=[CH:60][CH:59]=3)=[CH:54][CH:53]=2)=[O:51])[CH2:69][CH2:68]1)=[O:15], predict the reactants needed to synthesize it. The reactants are: CCN(C(C)C)C(C)C.[Cl:10][C:11]1[CH:19]=[CH:18][C:17]([C:20]([F:23])([F:22])[F:21])=[CH:16][C:12]=1[C:13]([OH:15])=O.C1C=CC2N(O)N=NC=2C=1.CCN=C=NCCCN(C)C.Cl.[O:46]=[C:47]([N:64]1[CH2:69][CH2:68][NH:67][CH2:66][CH2:65]1)[CH2:48][NH:49][C:50]([C:52]1[CH:57]=[CH:56][C:55]([C:58]2[CH:63]=[CH:62][CH:61]=[CH:60][CH:59]=2)=[CH:54][CH:53]=1)=[O:51]. (3) Given the product [C:12]([O:11][C:9]([N:6]1[CH2:7][CH2:8][CH:3]([CH2:2][C:23]2[CH:24]=[CH:25][C:26]([C:29]([O:31][CH3:32])=[O:30])=[N:27][CH:28]=2)[CH2:4][CH2:5]1)=[O:10])([CH3:15])([CH3:14])[CH3:13], predict the reactants needed to synthesize it. The reactants are: Br[CH2:2][CH:3]1[CH2:8][CH2:7][N:6]([C:9]([O:11][C:12]([CH3:15])([CH3:14])[CH3:13])=[O:10])[CH2:5][CH2:4]1.CC(N(C)C)=O.Br[C:23]1[CH:24]=[CH:25][C:26]([C:29]([O:31][CH3:32])=[O:30])=[N:27][CH:28]=1. (4) Given the product [C:1]([O:5][CH2:6][N:8]([CH3:14])[CH:9]([CH3:13])[C:10]([NH:22][CH:18]([CH:19]([CH3:21])[CH3:20])[C:17]([OH:23])=[O:16])=[O:12])([CH3:2])([CH3:3])[CH3:4], predict the reactants needed to synthesize it. The reactants are: [C:1]([O:5][C:6]([N:8]([CH3:14])[CH:9]([CH3:13])[C:10]([OH:12])=O)=O)([CH3:4])([CH3:3])[CH3:2].C[O:16][C:17](=[O:23])[CH:18]([NH2:22])[CH:19]([CH3:21])[CH3:20].Cl.C(N=C=NCCCN(C)C)C.O.ON1C2C=CC=CC=2N=N1.CN1CCOCC1. (5) Given the product [CH:1]([C:4]1[S:8][CH:7]=[N:6][C:5]=1[C:9]1[CH:10]=[C:11]([CH:15]=[C:16]([C:18]2[CH:23]=[CH:22][C:21]([CH3:24])=[CH:20][N:19]=2)[CH:17]=1)[C:12]([NH:33][CH2:32][C:29]1[N:30]=[N:31][C:26]([CH3:25])=[CH:27][CH:28]=1)=[O:14])([CH3:2])[CH3:3], predict the reactants needed to synthesize it. The reactants are: [CH:1]([C:4]1[S:8][CH:7]=[N:6][C:5]=1[C:9]1[CH:10]=[C:11]([CH:15]=[C:16]([C:18]2[CH:23]=[CH:22][C:21]([CH3:24])=[CH:20][N:19]=2)[CH:17]=1)[C:12]([OH:14])=O)([CH3:3])[CH3:2].[CH3:25][C:26]1[N:31]=[N:30][C:29]([CH2:32][NH2:33])=[CH:28][CH:27]=1. (6) Given the product [C:4]1([C:31]2[CH:36]=[CH:35][CH:34]=[CH:33][CH:32]=2)[CH:5]=[CH:6][C:7]([C:10]2([C:21]([O:23][CH3:24])=[O:22])[CH2:12][CH:11]2[CH:13]=[O:1])=[CH:8][CH:9]=1, predict the reactants needed to synthesize it. The reactants are: [O:1]=[O+][O-].[C:4]1(C2C=CC=CC=2)[CH:9]=[CH:8][C:7]([C:10]2([C:21]([O:23][CH3:24])=[O:22])[CH2:12][CH:11]2/[CH:13]=C/C2C=CC=CC=2)=[CH:6][CH:5]=1.[CH:31]1[CH:36]=[CH:35][C:34](P([C:31]2[CH:36]=[CH:35][CH:34]=[CH:33][CH:32]=2)[C:31]2[CH:36]=[CH:35][CH:34]=[CH:33][CH:32]=2)=[CH:33][CH:32]=1. (7) Given the product [C:1]([C:4]1[N:5]([CH2:22][C:23]2[CH:34]=[CH:33][C:26]([C:27](=[O:28])[CH3:35])=[CH:25][CH:24]=2)[C:6](=[O:21])[C:7]2[C:12]([C:13]=1[C:14]1[CH:19]=[CH:18][CH:17]=[CH:16][CH:15]=1)=[CH:11][C:10]([Br:20])=[CH:9][CH:8]=2)(=[O:3])[CH3:2], predict the reactants needed to synthesize it. The reactants are: [C:1]([C:4]1[N:5]([CH2:22][C:23]2[CH:34]=[CH:33][C:26]([C:27](N(OC)C)=[O:28])=[CH:25][CH:24]=2)[C:6](=[O:21])[C:7]2[C:12]([C:13]=1[C:14]1[CH:19]=[CH:18][CH:17]=[CH:16][CH:15]=1)=[CH:11][C:10]([Br:20])=[CH:9][CH:8]=2)(=[O:3])[CH3:2].[CH3:35][Mg]Br.[Cl-].[NH4+].